The task is: Predict which catalyst facilitates the given reaction.. This data is from Catalyst prediction with 721,799 reactions and 888 catalyst types from USPTO. (1) The catalyst class is: 22. Product: [O:1]=[C:2]1[NH:13][CH2:7][CH2:6][CH:5]([C:8]([O:10][CH2:11][CH3:12])=[O:9])[CH2:4][CH2:3]1. Reactant: [O:1]=[C:2]1[CH2:7][CH2:6][CH:5]([C:8]([O:10][CH2:11][CH3:12])=[O:9])[CH2:4][CH2:3]1.[N-:13]=[N+]=[N-].[Na+].CS(O)(=O)=O.C(=O)(O)[O-].[Na+]. (2) The catalyst class is: 172. Reactant: [OH:1][C:2]1[CH:10]=[CH:9][C:5]([C:6]([NH2:8])=[S:7])=[CH:4][CH:3]=1.Cl[C:12]([O:14][C:15]1[CH:20]=[CH:19][C:18]([N+:21]([O-:23])=[O:22])=[CH:17][CH:16]=1)=[O:13]. Product: [C:6]([C:5]1[CH:9]=[CH:10][C:2]([O:1][C:12](=[O:13])[O:14][C:15]2[CH:16]=[CH:17][C:18]([N+:21]([O-:23])=[O:22])=[CH:19][CH:20]=2)=[CH:3][CH:4]=1)(=[S:7])[NH2:8].